Task: Predict the reaction yield, written as a fraction of the theoretical maximum amount of product (1.0 means a 100% yield; for example, 0.34 means a 34% yield).. Dataset: Reaction yield outcomes from USPTO patents with 853,638 reactions (1) The reactants are [Cl:1][C:2]1[CH:3]=[N+:4]([O-:27])[CH:5]=[C:6]([Cl:26])[C:7]=1[CH2:8][C:9]([C:11]1[C:16]2[O:17][C:18]3([O:23][C:15]=2[C:14]([O:24][CH3:25])=[CH:13][CH:12]=1)[CH2:22][CH2:21][CH2:20][CH2:19]3)=[O:10].[BH4-].[Na+]. The catalyst is CO. The product is [Cl:1][C:2]1[CH:3]=[N+:4]([O-:27])[CH:5]=[C:6]([Cl:26])[C:7]=1[CH2:8][CH:9]([OH:10])[C:11]1[C:16]2[O:17][C:18]3([O:23][C:15]=2[C:14]([O:24][CH3:25])=[CH:13][CH:12]=1)[CH2:19][CH2:20][CH2:21][CH2:22]3. The yield is 0.302. (2) The product is [CH3:1][N:2]([CH3:3])[C:6]1[C:14]2[C:9](=[N:10][CH:11]=[C:12]([N+:15]([O-:17])=[O:16])[CH:13]=2)[NH:8][N:7]=1. The reactants are [CH3:1][NH:2][CH3:3].O.Br[C:6]1[C:14]2[C:9](=[N:10][CH:11]=[C:12]([N+:15]([O-:17])=[O:16])[CH:13]=2)[NH:8][N:7]=1. The catalyst is CN(C=O)C.C(OCC)(=O)C. The yield is 0.220. (3) The reactants are [F:1][C:2]([F:21])([F:20])[S:3](N(C1C=CC=CC=1)[S:3]([C:2]([F:21])([F:20])[F:1])(=[O:5])=[O:4])(=[O:5])=[O:4].[CH3:22][C:23]1[O:27][C:26]([C:28]2[O:29][C:30]3[C:31](=[C:33]([OH:37])[CH:34]=[CH:35][CH:36]=3)[CH:32]=2)=[N:25][N:24]=1.C(N(CC)CC)C. The catalyst is CC#N. The product is [F:1][C:2]([F:21])([F:20])[S:3]([O:37][C:33]1[C:31]2[CH:32]=[C:28]([C:26]3[O:27][C:23]([CH3:22])=[N:24][N:25]=3)[O:29][C:30]=2[CH:36]=[CH:35][CH:34]=1)(=[O:5])=[O:4]. The yield is 0.780. (4) The reactants are [C:1]([C:5]1[NH:6][C:7]2[C:12]([CH:13]=1)=[C:11]([F:14])[C:10]([N+:15]([O-])=O)=[CH:9][CH:8]=2)([CH3:4])([CH3:3])[CH3:2].[BH4-].[Na+].O. The catalyst is CO.Cl[Ni]Cl. The product is [C:1]([C:5]1[NH:6][C:7]2[C:12]([CH:13]=1)=[C:11]([F:14])[C:10]([NH2:15])=[CH:9][CH:8]=2)([CH3:4])([CH3:2])[CH3:3]. The yield is 0.500. (5) The reactants are C[Si]([N-][Si](C)(C)C)(C)C.[K+].C[Si]([N-][Si](C)(C)C)(C)C.[K+].C1COCC1.[CH3:26][C:27]#[N:28].F[C:30]1[N:35]=[CH:34][C:33]([C:36]2[CH:50]=[CH:49][C:39]([O:40][CH2:41][CH2:42][N:43]3[CH2:48][CH2:47][O:46][CH2:45][CH2:44]3)=[CH:38][CH:37]=2)=[CH:32][CH:31]=1. The catalyst is C1COCC1. The product is [O:46]1[CH2:47][CH2:48][N:43]([CH2:42][CH2:41][O:40][C:39]2[CH:49]=[CH:50][C:36]([C:33]3[CH:32]=[CH:31][C:30]([CH2:26][C:27]#[N:28])=[N:35][CH:34]=3)=[CH:37][CH:38]=2)[CH2:44][CH2:45]1. The yield is 0.760. (6) The reactants are [CH3:1][C:2]1[CH2:7][CH2:6][CH:5]([CH2:8][OH:9])[CH2:4][CH:3]=1.C(OO)(=[O:12])C. The catalyst is C(OCC)(=O)C. The product is [CH3:1][C:2]12[O:12][CH:7]1[CH2:6][CH:5]([CH2:8][OH:9])[CH2:4][CH2:3]2. The yield is 0.950. (7) The reactants are [Br:1][C:2]1[CH:7]=[C:6]([NH2:8])[C:5]([NH2:9])=[C:4]([N+:10]([O-:12])=[O:11])[CH:3]=1.O.C([O-])([O-])=O.[Na+].[Na+].[C:20](O)(=O)[CH:21]([CH3:23])[CH3:22]. No catalyst specified. The product is [Br:1][C:2]1[CH:3]=[C:4]([N+:10]([O-:12])=[O:11])[C:5]2[N:9]=[C:20]([CH:21]([CH3:23])[CH3:22])[NH:8][C:6]=2[CH:7]=1. The yield is 0.770. (8) The reactants are F[C:2]1[CH:3]=[C:4]2[C:9](=[CH:10][C:11]=1[N+:12]([O-:14])=[O:13])[NH:8][C:7](=[O:15])[N:6]([NH:16][S:17]([CH3:20])(=[O:19])=[O:18])[C:5]2=[O:21].[NH:22]1[CH:26]=[CH:25][CH:24]=[N:23]1. No catalyst specified. The product is [N+:12]([C:11]1[CH:10]=[C:9]2[C:4]([C:5](=[O:21])[N:6]([NH:16][S:17]([CH3:20])(=[O:19])=[O:18])[C:7](=[O:15])[NH:8]2)=[CH:3][C:2]=1[N:22]1[CH:26]=[CH:25][CH:24]=[N:23]1)([O-:14])=[O:13]. The yield is 0.270. (9) The reactants are [I:1][C:2]1[CH:3]=[C:4]2[C:8](=[CH:9][CH:10]=1)[CH2:7][N:6](C(C1C=CC=CC=1)(C1C=CC=CC=1)C1C=CC=CC=1)[CH2:5]2.[C:30]([C:34]([OH:36])=[O:35])([F:33])([F:32])[F:31].C(Cl)Cl. The catalyst is CCO. The product is [F:31][C:30]([F:33])([F:32])[C:34]([OH:36])=[O:35].[I:1][C:2]1[CH:3]=[C:4]2[C:8](=[CH:9][CH:10]=1)[CH2:7][NH:6][CH2:5]2. The yield is 0.790.